From a dataset of Catalyst prediction with 721,799 reactions and 888 catalyst types from USPTO. Predict which catalyst facilitates the given reaction. Reactant: Br[C:2]1[CH:7]=[CH:6][CH:5]=[C:4]([Cl:8])[C:3]=1[Cl:9].C(OC([N:17]1[CH:23]=[CH:22][CH:21]=[N:20][CH:19]=[CH:18]1)=O)(C)(C)C.C1(P(C2C=CC=CC=2)C2(P(C3C=CC=CC=3)C3C=CC=CC=3)CC=C3C(C=CC=C3)=C2C2C3C(=CC=CC=3)C=CC=2)C=CC=CC=1. Product: [Cl:9][C:3]1[C:4]([Cl:8])=[CH:5][CH:6]=[CH:7][C:2]=1[N:20]1[CH:21]=[CH:22][CH:23]=[N:17][CH:18]=[CH:19]1. The catalyst class is: 101.